Dataset: NCI-60 drug combinations with 297,098 pairs across 59 cell lines. Task: Regression. Given two drug SMILES strings and cell line genomic features, predict the synergy score measuring deviation from expected non-interaction effect. (1) Drug 1: CC(C)NC(=O)C1=CC=C(C=C1)CNNC.Cl. Drug 2: CC1C(C(CC(O1)OC2CC(CC3=C2C(=C4C(=C3O)C(=O)C5=C(C4=O)C(=CC=C5)OC)O)(C(=O)CO)O)N)O.Cl. Cell line: UO-31. Synergy scores: CSS=49.7, Synergy_ZIP=-6.06, Synergy_Bliss=-5.67, Synergy_Loewe=-1.17, Synergy_HSA=-0.771. (2) Drug 1: C1CN(CCN1C(=O)CCBr)C(=O)CCBr. Drug 2: CC1C(C(CC(O1)OC2CC(CC3=C2C(=C4C(=C3O)C(=O)C5=CC=CC=C5C4=O)O)(C(=O)C)O)N)O. Cell line: OVCAR-5. Synergy scores: CSS=26.1, Synergy_ZIP=0.301, Synergy_Bliss=-6.16, Synergy_Loewe=-29.9, Synergy_HSA=-4.70. (3) Drug 1: CN(C)C1=NC(=NC(=N1)N(C)C)N(C)C. Drug 2: COC1=C2C(=CC3=C1OC=C3)C=CC(=O)O2. Cell line: SF-295. Synergy scores: CSS=-0.268, Synergy_ZIP=-1.49, Synergy_Bliss=-0.920, Synergy_Loewe=-0.349, Synergy_HSA=-0.511. (4) Drug 1: CC1C(C(CC(O1)OC2CC(CC3=C2C(=C4C(=C3O)C(=O)C5=C(C4=O)C(=CC=C5)OC)O)(C(=O)C)O)N)O.Cl. Drug 2: C1=CC=C(C(=C1)C(C2=CC=C(C=C2)Cl)C(Cl)Cl)Cl. Cell line: NCI-H226. Synergy scores: CSS=11.9, Synergy_ZIP=-0.994, Synergy_Bliss=2.90, Synergy_Loewe=-15.3, Synergy_HSA=1.92. (5) Drug 2: C1=CC(=C2C(=C1NCCNCCO)C(=O)C3=C(C=CC(=C3C2=O)O)O)NCCNCCO. Cell line: SN12C. Drug 1: C1CC(=O)NC(=O)C1N2CC3=C(C2=O)C=CC=C3N. Synergy scores: CSS=45.1, Synergy_ZIP=-0.538, Synergy_Bliss=-1.08, Synergy_Loewe=-12.7, Synergy_HSA=2.38. (6) Drug 1: CC(CN1CC(=O)NC(=O)C1)N2CC(=O)NC(=O)C2. Drug 2: C1=C(C(=O)NC(=O)N1)F. Cell line: MALME-3M. Synergy scores: CSS=39.5, Synergy_ZIP=4.52, Synergy_Bliss=4.48, Synergy_Loewe=4.02, Synergy_HSA=7.54.